This data is from Full USPTO retrosynthesis dataset with 1.9M reactions from patents (1976-2016). The task is: Predict the reactants needed to synthesize the given product. (1) Given the product [Br:1][C:2]1[CH:3]=[N:4][N:5]([CH:8]2[CH2:11][O:10][CH2:9]2)[CH:6]=1, predict the reactants needed to synthesize it. The reactants are: [Br:1][C:2]1[CH:3]=[N:4][NH:5][CH:6]=1.Br[CH:8]1[CH2:11][O:10][CH2:9]1.C(=O)([O-])[O-].[Cs+].[Cs+]. (2) Given the product [CH:17]1([N:14]2[CH2:15][CH2:16][C:10]3[S:9][C:8]([C:5]4[CH:6]=[CH:7][C:2]([N:23]5[CH2:24][CH2:25][CH2:26][S:22]5(=[O:28])=[O:27])=[CH:3][CH:4]=4)=[N:21][C:11]=3[CH2:12][CH2:13]2)[CH2:20][CH2:19][CH2:18]1, predict the reactants needed to synthesize it. The reactants are: Br[C:2]1[CH:7]=[CH:6][C:5]([C:8]2[S:9][C:10]3[CH2:16][CH2:15][N:14]([CH:17]4[CH2:20][CH2:19][CH2:18]4)[CH2:13][CH2:12][C:11]=3[N:21]=2)=[CH:4][CH:3]=1.[S:22]1(=[O:28])(=[O:27])[CH2:26][CH2:25][CH2:24][NH:23]1.C(=O)([O-])[O-].[Cs+].[Cs+].C1(P(C2C=CC=CC=2)C2C3OC4C(=CC=CC=4P(C4C=CC=CC=4)C4C=CC=CC=4)C(C)(C)C=3C=CC=2)C=CC=CC=1. (3) Given the product [Br:1][C:2]1[CH:3]=[C:4]([S:9][CH2:13][CH3:14])[CH:5]=[CH:6][C:7]=1[F:8], predict the reactants needed to synthesize it. The reactants are: [Br:1][C:2]1[CH:3]=[C:4]([SH:9])[CH:5]=[CH:6][C:7]=1[F:8].[OH-].[Na+].I[CH2:13][CH3:14]. (4) Given the product [C:8]1([C:2]2[CH:3]=[N:4][CH:5]=[CH:6][CH:7]=2)[CH2:13][CH2:12][CH2:11][CH2:10][CH:9]=1, predict the reactants needed to synthesize it. The reactants are: Br[C:2]1[CH:3]=[N:4][CH:5]=[CH:6][CH:7]=1.[C:8]1(B2OC(C)(C)C(C)(C)O2)[CH2:13][CH2:12][CH2:11][CH2:10][CH:9]=1.C(=O)([O-])[O-].[Cs+].[Cs+]. (5) Given the product [F:36][C:37]1[CH:42]=[CH:41][C:40]([C:43]2[CH:44]=[CH:45][C:46]([CH:49]([C:60]3[CH:65]=[CH:64][CH:63]=[CH:62][C:61]=3[CH3:66])[CH2:50][C:51](=[N:71][OH:72])[C:53]3[CH:58]=[CH:57][N:56]=[C:55]([CH3:59])[CH:54]=3)=[CH:47][CH:48]=2)=[CH:39][C:38]=1[C:67]([OH:69])=[O:68], predict the reactants needed to synthesize it. The reactants are: COC(C1C=C(C2C=CC(C(C3C=CC=CC=3C)CC(C3C=CN=C(C)C=3)=O)=CC=2)C=CC=1F)=O.[F:36][C:37]1[CH:42]=[CH:41][C:40]([C:43]2[CH:48]=[CH:47][C:46]([CH:49]([C:60]3[CH:65]=[CH:64][CH:63]=[CH:62][C:61]=3[CH3:66])[CH2:50][C:51]([C:53]3[CH:58]=[CH:57][N:56]=[C:55]([CH3:59])[CH:54]=3)=O)=[CH:45][CH:44]=2)=[CH:39][C:38]=1[C:67]([OH:69])=[O:68].Cl.[NH2:71][OH:72].C([O-])(O)=O.[Na+]. (6) Given the product [CH2:20]([O:22][C:23]([C:25]1([CH2:3][CH:1]=[CH2:2])[CH2:30][CH2:29][N:28]([C:31]([O:33][C:34]([CH3:36])([CH3:35])[CH3:37])=[O:32])[CH2:27][CH2:26]1)=[O:24])[CH3:21], predict the reactants needed to synthesize it. The reactants are: [CH:1](NC(C)C)([CH3:3])[CH3:2].C(=O)=O.CC(C)=O.C([Li])CCC.[CH2:20]([O:22][C:23]([CH:25]1[CH2:30][CH2:29][N:28]([C:31]([O:33][C:34]([CH3:37])([CH3:36])[CH3:35])=[O:32])[CH2:27][CH2:26]1)=[O:24])[CH3:21].C(I)C=C. (7) Given the product [CH3:1][O:2][C:3]([CH:5]1[C:14]2[CH2:15][N:16]=[CH:17][CH:18]=[C:12]3[C:13]=2[C:8](=[CH:9][CH:10]=[CH:11]3)[C:7](=[O:19])[CH2:6]1)=[O:4], predict the reactants needed to synthesize it. The reactants are: [CH3:1][O:2][C:3]([C:5]1[CH2:6][C:7](=[O:19])[C:8]2[C:13]3[C:14]=1[CH:15]=[N:16][CH:17]=[CH:18][C:12]=3[CH:11]=[CH:10][CH:9]=2)=[O:4].